Dataset: Forward reaction prediction with 1.9M reactions from USPTO patents (1976-2016). Task: Predict the product of the given reaction. (1) Given the reactants [CH3:1][N:2]1[CH2:7][CH2:6][N:5]([CH:8]([C:12]2[C:21]3[C:16](=[CH:17][CH:18]=[CH:19][CH:20]=3)[CH:15]=[CH:14][CH:13]=2)[C:9](O)=[O:10])[CH2:4][CH2:3]1.CCN(C(C)C)C(C)C.CN(C(ON1N=NC2C=CC=CC1=2)=[N+](C)C)C.[B-](F)(F)(F)F.[Cl:53][C:54]1[CH:55]=[C:56]([CH:59]=[C:60]([Cl:62])[CH:61]=1)[CH2:57][NH2:58], predict the reaction product. The product is: [Cl:53][C:54]1[CH:55]=[C:56]([CH2:57][NH:58][C:9](=[O:10])[CH:8]([N:5]2[CH2:4][CH2:3][N:2]([CH3:1])[CH2:7][CH2:6]2)[C:12]2[C:21]3[C:16](=[CH:17][CH:18]=[CH:19][CH:20]=3)[CH:15]=[CH:14][CH:13]=2)[CH:59]=[C:60]([Cl:62])[CH:61]=1. (2) Given the reactants [C:1]([C:3]1([NH:6][C:7]([C@@H:9]2[CH2:13][C@@H:12]([S:14]([C:17]3[CH:22]=[CH:21][C:20](F)=[CH:19][C:18]=3[Cl:24])(=[O:16])=[O:15])[CH2:11][N:10]2[C:25]2[N:26]([CH:31]3[CH2:34][CH2:33][CH2:32]3)[N:27]=[C:28]([CH3:30])[CH:29]=2)=[O:8])[CH2:5][CH2:4]1)#[N:2].[CH3:35][N:36]1[CH2:41][CH2:40][NH:39][CH2:38][CH2:37]1, predict the reaction product. The product is: [C:1]([C:3]1([NH:6][C:7]([C@@H:9]2[CH2:13][C@@H:12]([S:14]([C:17]3[CH:22]=[CH:21][C:20]([N:39]4[CH2:40][CH2:41][N:36]([CH3:35])[CH2:37][CH2:38]4)=[CH:19][C:18]=3[Cl:24])(=[O:16])=[O:15])[CH2:11][N:10]2[C:25]2[N:26]([CH:31]3[CH2:34][CH2:33][CH2:32]3)[N:27]=[C:28]([CH3:30])[CH:29]=2)=[O:8])[CH2:5][CH2:4]1)#[N:2]. (3) Given the reactants [NH2:1][C:2]1[CH:10]=[CH:9][C:8]([C:11]([NH2:13])=[O:12])=[C:7]2[C:3]=1[CH:4]=[C:5]([C:14]1[CH:19]=[CH:18][CH:17]=[CH:16][CH:15]=1)[NH:6]2.O=[C:21]1[CH2:26][CH2:25][CH2:24][N:23]([C:27]([O:29][C:30]([CH3:33])([CH3:32])[CH3:31])=[O:28])[CH2:22]1.[O-]S([O-])(=O)=O.[Na+].[Na+].C(O[BH-](OC(=O)C)OC(=O)C)(=O)C.[Na+], predict the reaction product. The product is: [NH2:13][C:11]([C:8]1[CH:9]=[CH:10][C:2]([NH:1][CH:25]2[CH2:26][CH2:21][CH2:22][N:23]([C:27]([O:29][C:30]([CH3:33])([CH3:32])[CH3:31])=[O:28])[CH2:24]2)=[C:3]2[C:7]=1[NH:6][C:5]([C:14]1[CH:15]=[CH:16][CH:17]=[CH:18][CH:19]=1)=[CH:4]2)=[O:12]. (4) Given the reactants [C:1]([C@@H:3]([NH:5][C:6](=[O:12])OC(C)(C)C)[CH3:4])#[N:2].[O:13]([C:20]1[CH:28]=[CH:27][C:23](C(O)=O)=[CH:22][CH:21]=1)[C:14]1[CH:19]=[CH:18][CH:17]=[CH:16][CH:15]=1, predict the reaction product. The product is: [C:1]([C@@H:3]([NH:5][C:6](=[O:12])[C:23]1[CH:27]=[CH:28][C:20]([O:13][C:14]2[CH:19]=[CH:18][CH:17]=[CH:16][CH:15]=2)=[CH:21][CH:22]=1)[CH3:4])#[N:2]. (5) Given the reactants [Na].[CH3:2]CN(C(C)C)C(C)C.[OH:11][C:12]([C:14]([F:17])([F:16])[F:15])=[O:13].[F:18][C:19]1[CH:24]=[C:23]([F:25])[CH:22]=[CH:21][C:20]=1[CH:26]([F:47])[CH:27]1[CH2:32][CH2:31][N:30]([C:33]2[N:34]=[C:35]3[CH2:46][CH2:45][NH:44][CH2:43][C:36]3=[N:37][C:38]=2[NH:39][CH:40]([CH3:42])[CH3:41])[CH2:29][CH2:28]1.C=O, predict the reaction product. The product is: [F:18][C:19]1[CH:24]=[C:23]([F:25])[CH:22]=[CH:21][C:20]=1[CH:26]([F:47])[CH:27]1[CH2:32][CH2:31][N:30]([C:33]2[N:34]=[C:35]3[CH2:46][CH2:45][N:44]([CH3:2])[CH2:43][C:36]3=[N:37][C:38]=2[NH:39][CH:40]([CH3:42])[CH3:41])[CH2:29][CH2:28]1.[C:12]([OH:13])([C:14]([F:17])([F:16])[F:15])=[O:11]. (6) Given the reactants [NH2:1][C@H:2]1[C:11]2[C:6](=[CH:7][CH:8]=[CH:9][CH:10]=2)[N:5]([C:12](=[O:14])[CH3:13])[C@@H:4]([CH3:15])[C@@H:3]1[CH3:16].CN(C1C(C2C(P(C3CCCCC3)C3CCCCC3)=CC=CC=2)=CC=CC=1)C.CC(C)([O-])C.[Na+].Br[C:52]1[CH:57]=[CH:56][CH:55]=[C:54]([O:58][CH3:59])[CH:53]=1, predict the reaction product. The product is: [CH3:59][O:58][C:54]1[CH:53]=[C:52]([NH:1][C@H:2]2[C:11]3[C:6](=[CH:7][CH:8]=[CH:9][CH:10]=3)[N:5]([C:12](=[O:14])[CH3:13])[C@@H:4]([CH3:15])[C@@H:3]2[CH3:16])[CH:57]=[CH:56][CH:55]=1. (7) Given the reactants [Br:1][C:2]1[N:7]=[C:6]([N+:8]([O-])=O)[C:5]([O:11][CH2:12][C:13](OCC)=[O:14])=[C:4]([CH3:18])[CH:3]=1.[Cl-].[Cl-].[Ca+2], predict the reaction product. The product is: [Br:1][C:2]1[CH:3]=[C:4]([CH3:18])[C:5]2[O:11][CH2:12][C:13](=[O:14])[NH:8][C:6]=2[N:7]=1.